Dataset: Forward reaction prediction with 1.9M reactions from USPTO patents (1976-2016). Task: Predict the product of the given reaction. (1) Given the reactants C([NH:5][C:6]([CH:8]1[CH2:13][CH2:12][CH:11]([CH:14]2[N:19]3[CH:20]=[N:21][CH:22]=[C:18]3[CH2:17][CH2:16][CH2:15]2)[CH2:10][CH2:9]1)=O)(C)(C)C.S(Cl)(Cl)=O, predict the reaction product. The product is: [CH:22]1[N:21]=[CH:20][N:19]2[CH:14]([CH:11]3[CH2:12][CH2:13][CH:8]([C:6]#[N:5])[CH2:9][CH2:10]3)[CH2:15][CH2:16][CH2:17][C:18]=12. (2) Given the reactants C([O:3][C:4](=O)[CH:5]([NH:18][C:19]([C:21]1[C:26]2[O:27][CH2:28][CH2:29][CH2:30][CH2:31][C:25]=2[CH:24]=[C:23]([C:32]2[CH:37]=[C:36]([C:38](=[O:41])[NH:39][CH3:40])[CH:35]=[C:34]([F:42])[CH:33]=2)[CH:22]=1)=[O:20])[CH2:6][C:7]1[C:15]2[C:10](=[C:11]([F:17])[CH:12]=[C:13]([F:16])[CH:14]=2)[NH:9][CH:8]=1)C.[BH4-].[Li+].CO, predict the reaction product. The product is: [F:16][C:13]1[CH:14]=[C:15]2[C:10](=[C:11]([F:17])[CH:12]=1)[NH:9][CH:8]=[C:7]2[CH2:6][CH:5]([NH:18][C:19]([C:21]1[C:26]2[O:27][CH2:28][CH2:29][CH2:30][CH2:31][C:25]=2[CH:24]=[C:23]([C:32]2[CH:37]=[C:36]([C:38](=[O:41])[NH:39][CH3:40])[CH:35]=[C:34]([F:42])[CH:33]=2)[CH:22]=1)=[O:20])[CH2:4][OH:3]. (3) Given the reactants F[C:2]1[CH:7]=[CH:6][CH:5]=[C:4]([F:8])[N:3]=1.[OH:9][C:10]1[CH:15]=[CH:14][C:13]([C:16]([O:18][CH3:19])=[O:17])=[CH:12][CH:11]=1.C(=O)([O-])[O-].[K+].[K+].O, predict the reaction product. The product is: [F:8][C:4]1[N:3]=[C:2]([O:9][C:10]2[CH:11]=[CH:12][C:13]([C:16]([O:18][CH3:19])=[O:17])=[CH:14][CH:15]=2)[CH:7]=[CH:6][CH:5]=1. (4) Given the reactants Cl.Cl.[CH3:3][N:4]1[C:12]2[CH:11]=[C:10]([N:13]3[CH2:18][CH2:17][N:16]([CH2:19][CH2:20][C:21]4[CH:26]=[CH:25][CH:24]=[CH:23][CH:22]=4)[CH2:15][C:14]3=[O:27])[CH:9]=[CH:8][C:7]=2[C:6]2[CH2:28][NH:29][CH2:30][CH2:31][C:5]1=2.[C:32](Cl)(=[O:34])[CH3:33].C(N(CC)CC)(C)C.C(=O)(O)[O-].[Na+], predict the reaction product. The product is: [C:32]([N:29]1[CH2:30][CH2:31][C:5]2[N:4]([CH3:3])[C:12]3[CH:11]=[C:10]([N:13]4[CH2:18][CH2:17][N:16]([CH2:19][CH2:20][C:21]5[CH:26]=[CH:25][CH:24]=[CH:23][CH:22]=5)[CH2:15][C:14]4=[O:27])[CH:9]=[CH:8][C:7]=3[C:6]=2[CH2:28]1)(=[O:34])[CH3:33].